This data is from TCR-epitope binding with 47,182 pairs between 192 epitopes and 23,139 TCRs. The task is: Binary Classification. Given a T-cell receptor sequence (or CDR3 region) and an epitope sequence, predict whether binding occurs between them. (1) The epitope is TPRVTGGGAM. The TCR CDR3 sequence is CASSLSGLGAAGVYEQYF. Result: 1 (the TCR binds to the epitope). (2) Result: 1 (the TCR binds to the epitope). The epitope is FLPRVFSAV. The TCR CDR3 sequence is CASSLLSSYEQYF. (3) The epitope is FTISVTTEIL. The TCR CDR3 sequence is CASSLDRTTNYGYTF. Result: 1 (the TCR binds to the epitope). (4) The epitope is LLQTGIHVRVSQPSL. The TCR CDR3 sequence is CAISESGQALITYEQYF. Result: 0 (the TCR does not bind to the epitope). (5) The epitope is HPKVSSEVHI. The TCR CDR3 sequence is CSVDTLAGFTDTQYF. Result: 0 (the TCR does not bind to the epitope).